This data is from hERG potassium channel inhibition data for cardiac toxicity prediction from Karim et al.. The task is: Regression/Classification. Given a drug SMILES string, predict its toxicity properties. Task type varies by dataset: regression for continuous values (e.g., LD50, hERG inhibition percentage) or binary classification for toxic/non-toxic outcomes (e.g., AMES mutagenicity, cardiotoxicity, hepatotoxicity). Dataset: herg_karim. The drug is CC1(COc2cc(F)c3c(c2)[C@]2(COC(N)=N2)c2cc(-c4cccnc4F)ccc2O3)COC1. The result is 0 (non-blocker).